This data is from NCI-60 drug combinations with 297,098 pairs across 59 cell lines. The task is: Regression. Given two drug SMILES strings and cell line genomic features, predict the synergy score measuring deviation from expected non-interaction effect. (1) Drug 1: CS(=O)(=O)CCNCC1=CC=C(O1)C2=CC3=C(C=C2)N=CN=C3NC4=CC(=C(C=C4)OCC5=CC(=CC=C5)F)Cl. Synergy scores: CSS=-0.173, Synergy_ZIP=0.224, Synergy_Bliss=-0.432, Synergy_Loewe=-3.10, Synergy_HSA=-2.74. Drug 2: COCCOC1=C(C=C2C(=C1)C(=NC=N2)NC3=CC=CC(=C3)C#C)OCCOC.Cl. Cell line: SK-MEL-28. (2) Drug 1: CC1=C(C=C(C=C1)NC2=NC=CC(=N2)N(C)C3=CC4=NN(C(=C4C=C3)C)C)S(=O)(=O)N.Cl. Drug 2: CC12CCC3C(C1CCC2OP(=O)(O)O)CCC4=C3C=CC(=C4)OC(=O)N(CCCl)CCCl.[Na+]. Cell line: MDA-MB-435. Synergy scores: CSS=1.59, Synergy_ZIP=-0.427, Synergy_Bliss=2.04, Synergy_Loewe=-2.35, Synergy_HSA=-1.78.